From a dataset of CYP2C9 inhibition data for predicting drug metabolism from PubChem BioAssay. Regression/Classification. Given a drug SMILES string, predict its absorption, distribution, metabolism, or excretion properties. Task type varies by dataset: regression for continuous measurements (e.g., permeability, clearance, half-life) or binary classification for categorical outcomes (e.g., BBB penetration, CYP inhibition). Dataset: cyp2c9_veith. (1) The result is 0 (non-inhibitor). The molecule is CN(C)C(=O)c1ccc(-c2ccc3ncnc(NCc4cccs4)c3c2)cc1. (2) The drug is CNc1ncncc1-c1ccccc1OC. The result is 0 (non-inhibitor). (3) The compound is C=CCC(NCc1ccco1)c1ccc(OC)cc1. The result is 0 (non-inhibitor). (4) The drug is C=CCn1c(COc2ccccc2)nnc1SCC(=O)N/N=C/c1ccc(C)cc1. The result is 1 (inhibitor). (5) The drug is C[C@]12CC[C@H]3c4ccc(O)cc4CC[C@@H]3[C@@H]1CCC2=O. The result is 0 (non-inhibitor). (6) The molecule is COc1ccc(NC(=O)CSc2nnc(C3CC3)n2-c2ccccc2)cc1. The result is 1 (inhibitor). (7) The compound is Cc1cccc(C)c1OCC(O)CNC(C)(C)C.Cl. The result is 0 (non-inhibitor). (8) The molecule is Cc1ccc(N2C(=O)C(Cl)=C(NCc3ccccc3)C2=O)c(C)c1. The result is 1 (inhibitor). (9) The molecule is CCCn1c(=O)c2[nH]c(C3CCCC3)nc2n(CCC)c1=O. The result is 0 (non-inhibitor). (10) The molecule is O=C(Nc1cnc2ccccn2c1=O)c1ccc(Cl)cc1. The result is 0 (non-inhibitor).